Dataset: Full USPTO retrosynthesis dataset with 1.9M reactions from patents (1976-2016). Task: Predict the reactants needed to synthesize the given product. (1) Given the product [CH3:1][O:2][C:3]1[CH:4]=[C:5]([C:6]([NH:19][NH:18][C:20]([O:22][C:23]([CH3:26])([CH3:25])[CH3:24])=[O:21])=[O:8])[CH:9]=[CH:10][C:11]=1[N:12]1[CH:16]=[C:15]([CH3:17])[N:14]=[CH:13]1, predict the reactants needed to synthesize it. The reactants are: [CH3:1][O:2][C:3]1[CH:4]=[C:5]([CH:9]=[CH:10][C:11]=1[N:12]1[CH:16]=[C:15]([CH3:17])[N:14]=[CH:13]1)[C:6]([OH:8])=O.[NH:18]([C:20]([O:22][C:23]([CH3:26])([CH3:25])[CH3:24])=[O:21])[NH2:19].C(P(C#N)(CC)=O)C.C(N(CC)CC)C. (2) Given the product [Br:1][C:2]1[CH:3]=[C:4]2[C:10]([C:26]3[CH:25]=[CH:24][C:29]([O:36][CH3:33])=[CH:28][N:27]=3)=[C:9]([CH3:39])[N:8]([S:12]([C:15]3[CH:21]=[CH:20][C:18]([CH3:19])=[CH:17][CH:16]=3)(=[O:14])=[O:13])[C:5]2=[N:6][CH:7]=1, predict the reactants needed to synthesize it. The reactants are: [Br:1][C:2]1[CH:3]=[C:4]2[C:10](I)=[CH:9][N:8]([S:12]([C:15]3[CH:21]=[CH:20][C:18]([CH3:19])=[CH:17][CH:16]=3)(=[O:14])=[O:13])[C:5]2=[N:6][CH:7]=1.CO[C:24]1[CH:29]=[CH:28][N:27]=[C:26](B(O)O)[CH:25]=1.[C:33]([O-:36])([O-])=O.[Cs+].[Cs+].[CH3:39]N(C=O)C. (3) Given the product [NH2:23][C:24]1[CH:25]=[CH:26][C:27]([C:28]([NH:5][C@H:2]([C:3]([OH:40])=[O:4])[CH3:1])=[O:30])=[CH:31][CH:32]=1, predict the reactants needed to synthesize it. The reactants are: [CH3:1][C@H:2]([NH:5]C(OCC1C2C(=CC=CC=2)C2C1=CC=CC=2)=O)[CH:3]=[O:4].[NH2:23][C:24]1[CH:32]=[CH:31][C:27]([C:28]([OH:30])=O)=[CH:26][CH:25]=1.CN(C([O:40]N1N=NC2C=CC=CC1=2)=[N+](C)C)C.[B-](F)(F)(F)F.C1C=CC2N(O)N=NC=2C=1.CCN(C(C)C)C(C)C. (4) Given the product [OH:1][CH2:2][C@H:3]1[CH2:22][N:7]2[CH2:8][CH2:9][N:10]([C:12]3[CH:17]=[CH:16][C:15]([F:18])=[CH:14][C:13]=3[NH2:19])[CH2:11][C@@H:6]2[CH2:5][CH2:4]1, predict the reactants needed to synthesize it. The reactants are: [OH:1][CH2:2][C@H:3]1[CH2:22][N:7]2[CH2:8][CH2:9][N:10]([C:12]3[CH:17]=[CH:16][C:15]([F:18])=[CH:14][C:13]=3[N+:19]([O-])=O)[CH2:11][C@@H:6]2[CH2:5][CH2:4]1.[H][H]. (5) Given the product [ClH:49].[F:1][C:2]1[CH:3]=[C:4]([CH:45]=[C:46]([F:48])[CH:47]=1)[CH2:5][C@H:6]([NH:24][C:25]([C:27]1[C:28]2[CH2:29][CH2:30][N:31]([CH:38]([CH2:39][CH2:40][CH3:41])[CH2:42][CH2:43][CH3:44])[C:32](=[O:37])[C:33]=2[CH:34]=[CH:35][CH:36]=1)=[O:26])[C@H:7]([OH:23])[CH2:8][NH:9][C:10]1([C:13]2[CH:18]=[CH:17][CH:16]=[C:15]([C:19]([F:21])([F:20])[F:22])[CH:14]=2)[CH2:11][CH2:12]1, predict the reactants needed to synthesize it. The reactants are: [F:1][C:2]1[CH:3]=[C:4]([CH:45]=[C:46]([F:48])[CH:47]=1)[CH2:5][C@H:6]([NH:24][C:25]([C:27]1[C:28]2[CH2:29][CH2:30][N:31]([CH:38]([CH2:42][CH2:43][CH3:44])[CH2:39][CH2:40][CH3:41])[C:32](=[O:37])[C:33]=2[CH:34]=[CH:35][CH:36]=1)=[O:26])[C@H:7]([OH:23])[CH2:8][NH:9][C:10]1([C:13]2[CH:18]=[CH:17][CH:16]=[C:15]([C:19]([F:22])([F:21])[F:20])[CH:14]=2)[CH2:12][CH2:11]1.[ClH:49]. (6) Given the product [Cl:28][C:25]1[CH:24]=[CH:23][C:22]([C:18]2[CH:19]=[CH:20][CH:21]=[C:16]([C@@H:14]3[CH2:15][C@H:13]3[C:11]([OH:12])=[O:34])[CH:17]=2)=[CH:27][CH:26]=1, predict the reactants needed to synthesize it. The reactants are: OCC(N[C:11]([C@@H:13]1[CH2:15][C@H:14]1[C:16]1[CH:17]=[C:18]([C:22]2[CH:27]=[CH:26][C:25]([Cl:28])=[CH:24][CH:23]=2)[CH:19]=[CH:20][CH:21]=1)=[O:12])C1C=CC=CC=1.OS(O)(=O)=O.[OH2:34]. (7) Given the product [CH3:13][C@@H:9]1[CH2:10][CH2:11][CH2:12][N:8]1[CH2:7][CH2:6][C:5]1[CH:14]=[CH:15][C:2]([C:19]2[CH:24]=[CH:23][C:22]([CH2:25][CH2:26][C:27]([OH:29])=[O:28])=[CH:21][CH:20]=2)=[CH:3][CH:4]=1, predict the reactants needed to synthesize it. The reactants are: Br[C:2]1[CH:15]=[CH:14][C:5]([CH2:6][CH2:7][N:8]2[CH2:12][CH2:11][CH2:10][C@H:9]2[CH3:13])=[CH:4][CH:3]=1.B([C:19]1[CH:24]=[CH:23][C:22]([CH2:25][CH2:26][C:27]([OH:29])=[O:28])=[CH:21][CH:20]=1)(O)O.C([O-])([O-])=O.[Na+].[Na+].O. (8) Given the product [CH3:1][C:2]1[N:3]=[CH:4][C:5]([C:8]2[N:18]([C:20]3[CH:25]=[N:24][C:23]([CH3:26])=[CH:22][CH:21]=3)[N:19]=[C:10]([C:11]([O:13][CH2:14][CH3:15])=[O:12])[CH:9]=2)=[N:6][CH:7]=1, predict the reactants needed to synthesize it. The reactants are: [CH3:1][C:2]1[N:3]=[CH:4][C:5]([C:8](=O)[CH2:9][C:10](=O)[C:11]([O:13][CH2:14][CH3:15])=[O:12])=[N:6][CH:7]=1.[NH:18]([C:20]1[CH:21]=[CH:22][C:23]([CH3:26])=[N:24][CH:25]=1)[NH2:19].Cl.C(=O)(O)[O-].[Na+]. (9) Given the product [CH2:15]([O:14][C:12](=[O:13])[NH:1][C@H:2]([C:5]1[CH:10]=[CH:9][CH:8]=[CH:7][CH:6]=1)[CH2:3][OH:4])[C:16]1[CH:21]=[CH:20][CH:19]=[CH:18][CH:17]=1, predict the reactants needed to synthesize it. The reactants are: [NH2:1][C@H:2]([C:5]1[CH:10]=[CH:9][CH:8]=[CH:7][CH:6]=1)[CH2:3][OH:4].Cl[C:12]([O:14][CH2:15][C:16]1[CH:21]=[CH:20][CH:19]=[CH:18][CH:17]=1)=[O:13].C(N(CC)CC)C. (10) Given the product [CH:15]([O:12][C:10]1[NH:9][N:8]=[C:7]([NH2:6])[CH:11]=1)([CH3:16])[CH3:14], predict the reactants needed to synthesize it. The reactants are: CS(O)(=O)=O.[NH2:6][C:7]1(N)[CH:11]=[C:10]([OH:12])[N:9]=[N:8]1.[CH3:14][CH:15](O)[CH3:16].